The task is: Predict the reaction yield, written as a fraction of the theoretical maximum amount of product (1.0 means a 100% yield; for example, 0.34 means a 34% yield).. This data is from Reaction yield outcomes from USPTO patents with 853,638 reactions. (1) The reactants are [CH3:1][C:2]1[CH:7]=[C:6]([CH3:8])[NH:5][C:4](=[O:9])[C:3]=1[CH2:10][NH:11][C:12]([C:14]1[C:15]2[CH:32]=[N:31][N:30]([CH:33]([CH3:35])[CH3:34])[C:16]=2[N:17]=[C:18]([C:20]2[CH2:21][CH2:22][N:23]([S:26]([CH3:29])(=[O:28])=[O:27])[CH2:24][CH:25]=2)[CH:19]=1)=[O:13]. The catalyst is CCO.[Pd]. The product is [CH3:1][C:2]1[CH:7]=[C:6]([CH3:8])[NH:5][C:4](=[O:9])[C:3]=1[CH2:10][NH:11][C:12]([C:14]1[C:15]2[CH:32]=[N:31][N:30]([CH:33]([CH3:35])[CH3:34])[C:16]=2[N:17]=[C:18]([CH:20]2[CH2:21][CH2:22][N:23]([S:26]([CH3:29])(=[O:28])=[O:27])[CH2:24][CH2:25]2)[CH:19]=1)=[O:13]. The yield is 0.120. (2) The reactants are Br[C:2]1[CH:3]=[C:4]([NH:10][C:11]2[CH:15]=[C:14]([CH3:16])[N:13]([CH3:17])[N:12]=2)[C:5](=[O:9])[N:6]([CH3:8])[CH:7]=1.[C:18]([O:21][CH2:22][C:23]1[C:24]([N:32]2[N:41]=[CH:40][C:39]3[C:34](=[C:35]([F:46])[CH:36]=[C:37]([C:42]([CH3:45])([CH3:44])[CH3:43])[CH:38]=3)[C:33]2=[O:47])=[N:25][CH:26]=[CH:27][C:28]=1B(O)O)(=[O:20])[CH3:19].[O-]P([O-])([O-])=O.[K+].[K+].[K+].C([O-])(=O)C.[Na+]. The catalyst is C1C=CC(P(C2C=CC=CC=2)[C-]2C=CC=C2)=CC=1.C1C=CC(P(C2C=CC=CC=2)[C-]2C=CC=C2)=CC=1.Cl[Pd]Cl.[Fe+2].C(#N)C.O. The product is [C:18]([O:21][CH2:22][C:23]1[C:24]([N:32]2[N:41]=[CH:40][C:39]3[C:34](=[C:35]([F:46])[CH:36]=[C:37]([C:42]([CH3:44])([CH3:43])[CH3:45])[CH:38]=3)[C:33]2=[O:47])=[N:25][CH:26]=[CH:27][C:28]=1[C:2]1[CH:3]=[C:4]([NH:10][C:11]2[CH:15]=[C:14]([CH3:16])[N:13]([CH3:17])[N:12]=2)[C:5](=[O:9])[N:6]([CH3:8])[CH:7]=1)(=[O:20])[CH3:19]. The yield is 0.600. (3) The reactants are Cl.Cl.[CH2:3]1[C:12]2[C:7](=[CH:8][CH:9]=[N:10][CH:11]=2)[CH2:6][CH2:5][N:4]1[C:13]1[CH:19]=[CH:18][C:16]([NH2:17])=[CH:15][CH:14]=1.C(N(CC)C(C)C)(C)C.[F:29][C:30]([F:41])([F:40])[C:31]1[CH:32]=[C:33]([CH:37]=[CH:38][CH:39]=1)[C:34](Cl)=[O:35]. The catalyst is C(Cl)Cl. The product is [CH2:3]1[C:12]2[C:7](=[CH:8][CH:9]=[N:10][CH:11]=2)[CH2:6][CH2:5][N:4]1[C:13]1[CH:19]=[CH:18][C:16]([NH:17][C:34](=[O:35])[C:33]2[CH:37]=[CH:38][CH:39]=[C:31]([C:30]([F:29])([F:40])[F:41])[CH:32]=2)=[CH:15][CH:14]=1. The yield is 0.830. (4) The reactants are [CH3:1][O:2][C:3]1[CH:4]=[C:5]2[C:10](=[CH:11][C:12]=1[O:13][CH3:14])[N:9]=[CH:8][CH:7]=[C:6]2[O:15][C:16]1[C:22]([CH3:23])=[CH:21][C:19]([NH2:20])=[C:18]([CH3:24])[CH:17]=1.C(N(CC)CC)C.ClC(Cl)(O[C:36](=[O:42])OC(Cl)(Cl)Cl)Cl.[S:44]1[CH:48]=[CH:47][N:46]=[C:45]1[C@@H:49]([NH2:51])[CH3:50]. The yield is 0.680. The product is [CH3:1][O:2][C:3]1[CH:4]=[C:5]2[C:10](=[CH:11][C:12]=1[O:13][CH3:14])[N:9]=[CH:8][CH:7]=[C:6]2[O:15][C:16]1[C:22]([CH3:23])=[CH:21][C:19]([NH:20][C:36]([NH:51][C@H:49]([C:45]2[S:44][CH:48]=[CH:47][N:46]=2)[CH3:50])=[O:42])=[C:18]([CH3:24])[CH:17]=1. The catalyst is C(Cl)(Cl)Cl. (5) The reactants are Br[C:2]1[C:11]([CH3:12])=[CH:10][C:5]2[C:6]([CH3:9])=[N:7][O:8][C:4]=2[CH:3]=1.[NH2:13][C:14]1[CH:19]=[N:18][C:17](B2OC(C)(C)C(C)(C)O2)=[CH:16][N:15]=1.[O-]P([O-])([O-])=O.[K+].[K+].[K+].CC(=O)OCC. The product is [CH3:9][C:6]1[C:5]2[CH:10]=[C:11]([CH3:12])[C:2]([C:17]3[N:18]=[CH:19][C:14]([NH2:13])=[N:15][CH:16]=3)=[CH:3][C:4]=2[O:8][N:7]=1. The catalyst is C(#N)C.O1CCOCC1.O. The yield is 0.261. (6) The reactants are Br[C:2]1[C:3]([CH2:24][OH:25])=[C:4]([N:8]2[N:17]=[CH:16][C:15]3[C:10](=[C:11]([F:22])[CH:12]=[C:13]([C:18]([CH3:21])([CH3:20])[CH3:19])[CH:14]=3)[C:9]2=[O:23])[CH:5]=[CH:6][CH:7]=1.[CH3:26][O:27][C:28]1[CH:33]=[C:32](B(O)O)[CH:31]=[CH:30][N:29]=1.C([O-])([O-])=O.[K+].[K+]. The catalyst is O1CCOCC1.C1C=CC(/C=C/C(/C=C/C2C=CC=CC=2)=O)=CC=1.C1C=CC(/C=C/C(/C=C/C2C=CC=CC=2)=O)=CC=1.[Pd].C1(P(C2CCCCC2)C2CCCCC2)CCCCC1. The product is [C:18]([C:13]1[CH:14]=[C:15]2[C:10](=[C:11]([F:22])[CH:12]=1)[C:9](=[O:23])[N:8]([C:4]1[CH:5]=[CH:6][CH:7]=[C:2]([C:32]3[CH:31]=[CH:30][N:29]=[C:28]([O:27][CH3:26])[CH:33]=3)[C:3]=1[CH2:24][OH:25])[N:17]=[CH:16]2)([CH3:21])([CH3:20])[CH3:19]. The yield is 0.620. (7) The reactants are [C:1]([C:5]1[CH:10]=[C:9]([C:11]([CH3:14])([CH3:13])[CH3:12])[CH:8]=[C:7]([NH2:15])[C:6]=1[OH:16])([CH3:4])([CH3:3])[CH3:2].[BH3-][C:18]#N.[Na+].C=O. The catalyst is CO. The product is [C:1]([C:5]1[CH:10]=[C:9]([C:11]([CH3:14])([CH3:13])[CH3:12])[CH:8]=[C:7]([NH:15][CH3:18])[C:6]=1[OH:16])([CH3:4])([CH3:2])[CH3:3]. The yield is 0.150. (8) The reactants are ClC(Cl)(Cl)COC([N:7]1[C:19]2[CH2:18][N:17]([S:20]([CH2:23][CH:24]([CH:29]3[CH2:34][CH2:33][N:32]([C:35]([O:37][CH2:38][C:39]4[CH:44]=[CH:43][CH:42]=[CH:41][CH:40]=4)=[O:36])[CH2:31][CH2:30]3)[C:25](=[O:28])[NH:26][OH:27])(=[O:22])=[O:21])[CH2:16][CH2:15][C:14]=2[C:13]2[C:8]1=[CH:9][CH:10]=[CH:11][CH:12]=2)=O.[OH-].[Na+]. The catalyst is CO. The product is [CH2:38]([O:37][C:35]([N:32]1[CH2:33][CH2:34][CH:29]([CH:24]([C:25](=[O:28])[NH:26][OH:27])[CH2:23][S:20]([N:17]2[CH2:16][CH2:15][C:14]3[C:13]4[C:8](=[CH:9][CH:10]=[CH:11][CH:12]=4)[NH:7][C:19]=3[CH2:18]2)(=[O:22])=[O:21])[CH2:30][CH2:31]1)=[O:36])[C:39]1[CH:44]=[CH:43][CH:42]=[CH:41][CH:40]=1. The yield is 0.800. (9) The reactants are [Cl:1][C:2]1[CH:3]=[C:4]([CH:17]=[CH:18][C:19]=1[O:20][CH3:21])[C:5]([NH:7][C:8]([CH3:16])([C:10]1[CH:15]=[CH:14][CH:13]=[CH:12][CH:11]=1)[CH3:9])=[O:6].CN(CCN(C)C)C.CN([CH:33]=[O:34])C. The catalyst is C1COCC1. The product is [Cl:1][C:2]1[C:19]([O:20][CH3:21])=[CH:18][CH:17]=[C:4]2[C:3]=1[CH:33]([OH:34])[N:7]([C:8]([CH3:16])([C:10]1[CH:15]=[CH:14][CH:13]=[CH:12][CH:11]=1)[CH3:9])[C:5]2=[O:6]. The yield is 0.710.